From a dataset of Experimentally validated miRNA-target interactions with 360,000+ pairs, plus equal number of negative samples. Binary Classification. Given a miRNA mature sequence and a target amino acid sequence, predict their likelihood of interaction. (1) The miRNA is mmu-miR-3089-5p with sequence UGAGUUCAGGGACAGCGUGUCU. The protein sequence of the target gene is MRLSLAAAISHGRVYRRLGLGPESRIHLLRNLLTGLVRHERIEATWARADEMRGYAEKLIDYGKLGDTNERAMRMADFWLTEKDLIPKLFKVLAPRFQGQNGNYTRMLQIPNRKEQDRAKMAVIEYKGNYLPPLPLPHRDSNLTLLNQLLLGLQQDLHHNQDASLHSSCTVQTPKT. Result: 1 (interaction). (2) The miRNA is dme-miR-11-3p with sequence CAUCACAGUCUGAGUUCUUGC. The protein sequence of the target gene is MRVLACLLAALVGIQAVERLRLADGPHGCAGRLEVWHGGRWGTVCDDGWDLRDAAVACRQLGCGGALAAPGGAFFGEGAGPVWLSELACRGNEGQLGLCHHRGWKAHICSHEEDAGVVCAGQRVANSRDDSTSPLDGAPWPGLLLELSPSTEEPLVTHAPRPAGNPQNASRKKSPRPKQAKSTRAPLLTTGAPRQERLRLVSGPHRCAGRLEVWHGGRWGTVCDDGWDLRDAAVACRELGCGGALAAPGGARFGPGAGPVWMDDVGCGGGEQALRDCPRSPWGRSNCDHSEDAGLVCTGP.... Result: 0 (no interaction). (3) The protein sequence of the target gene is NAIFVPRPERKRREVMQIANTTMSSRSRNTTVLDTYNITDPEELETEYPFFESRVDNKERTVISNLRPFTLYRIDIHSCNHEAEKLGCSASNFVFARTMPAEGADDIPGPVTWEPRPENSIFLKWPEPENPNGLILMYEIKYGSQVEDQRECVSRQEYRKYGGAKLNRLNPGNYTARIQATSLSGNGSWTDPVFFYVQAKTTYENFIHLMIALPIAVLLIVGGLVIMLYVFHRKRNSSRLGNGVLYASVNPEYFSAADVYVPDEWEVAREKITMSRELGQGSFGMVYEGVAKGVVKDEPE.... Result: 1 (interaction). The miRNA is bta-miR-223 with sequence UGUCAGUUUGUCAAAUACCCCA. (4) The miRNA is mmu-miR-3057-5p with sequence AUUGGAGCUGAGAUUCUGCGGGAU. The protein sequence of the target gene is MSLSRSEEMHRLTENVYKTIMEQFNPSLRNFIAMGKNYEKALAGVTYAAKGYFDALVKMGELASESQGSKELGDVLFQMAEVHRQIQNQLEEMLKSFHNELLTQLEQKVELDSRYLSAALKKYQTEQRSKGDALDKCQAELKKLRKKSQGSKNPQKYSDKELQYIDAISNKQGELENYVSDGYKTALTEERRRFCFLVEKQCAVAKNSAAYHSKGKELLAQKLPLWQQACADPSKIPERAVQLMQQVASNGATLPSALSASKSNLVISDPIPGAKPLPVPPELAPFVGRMSAQESTPIMN.... Result: 0 (no interaction). (5) Result: 0 (no interaction). The miRNA is hsa-miR-548bb-3p with sequence CAAAAACCAUAGUUACUUUUGC. The protein sequence of the target gene is MVPVARPLSLLLTFFLCACAETPPRFTRTPVDQTGVSGGVASFICQATGDPRPKIVWNKKGKKVSNQRFEVIEFDDGSGSVLRIQPLRTPRDEAIYECVASNNVGEISVSTRLTVLREDQIPRGFPTIDMGPQLKVVERTRTATMLCAASGNPDPEITWFKDFLPVDTSNNNGRIKQLRSESIGGTPIRGALQIEQSEESDQGKYECVATNSAGTRYSAPANLYVRELREVRRVPPRFSIPPTNHEIMPGGSVNITCVAVGSPMPYVKWMLGAEDLTPEDDMPIGRNVLELNDVRQSANY.... (6) The miRNA is hsa-miR-4289 with sequence GCAUUGUGCAGGGCUAUCA. The protein sequence of the target gene is MFQTAWRQEPVTFEDVAVYFTQNEWASLDSVQRALYREVMLENYANVASLAFPFTTPVLVSQLEQGELPWGLDPWEPMGREALRGICPGDEARTEKEGLTPKDHVSKETESFRLMVGGLPGNVSQHLDFGSSLEQPQGHWIIKTKSKRRHFTDTSARHHEAYEVKNGEKFEKLGKNISVSTQLTTNQTNPSGQISYECGQCGRYFIQMADFHRHEKCHTGEKSFECKECGKYFRYNSLLIRHQIIHTGKKPFKCKECGKGLSSDTALIQHQRIHTGEKPYECKECGKAFSSSSVFLQHQR.... Result: 1 (interaction).